Dataset: Reaction yield outcomes from USPTO patents with 853,638 reactions. Task: Predict the reaction yield, written as a fraction of the theoretical maximum amount of product (1.0 means a 100% yield; for example, 0.34 means a 34% yield). The reactants are [OH:1][C@@H:2]1[CH:6]=[CH:5][C@H:4]([O:7][CH:8]([CH2:12]C)[C:9]([OH:11])=[O:10])[CH2:3]1. The catalyst is CCOC(C)=O.CCCCCC. The product is [OH:1][C@H:2]1[CH:6]=[CH:5][C@H:4]([O:7][CH:8]([CH3:12])[C:9]([OH:11])=[O:10])[CH2:3]1. The yield is 0.890.